This data is from Forward reaction prediction with 1.9M reactions from USPTO patents (1976-2016). The task is: Predict the product of the given reaction. (1) Given the reactants [F:1][C:2]1[C:3]([F:32])=[CH:4][C:5]2[O:9][C:8]([C:10]3[C:11]([F:30])=[CH:12][C:13]([F:29])=[C:14]([C@:16]4([CH3:28])[C:22]([F:24])([F:23])[C:21]([CH3:26])([CH3:25])[O:20][CH2:19][C:18](=S)[NH:17]4)[CH:15]=3)=[N:7][C:6]=2[CH:31]=1.[NH3:33].C(OO)(C)(C)C, predict the reaction product. The product is: [F:1][C:2]1[C:3]([F:32])=[CH:4][C:5]2[O:9][C:8]([C:10]3[C:11]([F:30])=[CH:12][C:13]([F:29])=[C:14]([C@:16]4([CH3:28])[C:22]([F:24])([F:23])[C:21]([CH3:26])([CH3:25])[O:20][CH2:19][C:18]([NH2:33])=[N:17]4)[CH:15]=3)=[N:7][C:6]=2[CH:31]=1. (2) Given the reactants Cl[C:2]1[N:7]=[C:6]2[CH:8]=[N:9][CH:10]=[CH:11][C:5]2=[N:4][C:3]=1[N:12]1[CH2:17][CH2:16][CH:15]([O:18][C:19]2[CH:24]=[CH:23][C:22]([F:25])=[CH:21][C:20]=2[F:26])[CH2:14][CH2:13]1.[CH3:27][CH:28]([NH2:30])[CH3:29].CCN(C(C)C)C(C)C, predict the reaction product. The product is: [F:26][C:20]1[CH:21]=[C:22]([F:25])[CH:23]=[CH:24][C:19]=1[O:18][CH:15]1[CH2:16][CH2:17][N:12]([C:3]2[N:4]=[C:5]3[CH:11]=[CH:10][N:9]=[CH:8][C:6]3=[N:7][C:2]=2[NH:30][CH:28]([CH3:29])[CH3:27])[CH2:13][CH2:14]1. (3) Given the reactants Cl[CH2:2][C:3]([N:5]1[CH2:10][CH2:9][N:8]([C:11]2[CH:16]=[CH:15][C:14]([Cl:17])=[C:13]([O:18][CH3:19])[CH:12]=2)[CH2:7][CH2:6]1)=[O:4].[Cl:20][C:21]1[CH:22]=[CH:23][C:24]2[O:28][C:27](=[O:29])[NH:26][C:25]=2[CH:30]=1.C([O-])([O-])=O.[K+].[K+], predict the reaction product. The product is: [Cl:20][C:21]1[CH:22]=[CH:23][C:24]2[O:28][C:27](=[O:29])[N:26]([CH2:2][C:3]([N:5]3[CH2:10][CH2:9][N:8]([C:11]4[CH:16]=[CH:15][C:14]([Cl:17])=[C:13]([O:18][CH3:19])[CH:12]=4)[CH2:7][CH2:6]3)=[O:4])[C:25]=2[CH:30]=1. (4) Given the reactants Cl[CH2:2][C:3]1[CH:8]=[CH:7][CH:6]=[CH:5][C:4]=1[F:9].[O:10]=[C:11]1[CH2:16][CH2:15][N:14]([C:17]([O:19][CH2:20][CH3:21])=[O:18])[CH2:13][CH2:12]1, predict the reaction product. The product is: [F:9][C:4]1[CH:5]=[CH:6][CH:7]=[CH:8][C:3]=1[CH2:2][C:11]1([OH:10])[CH2:12][CH2:13][N:14]([C:17]([O:19][CH2:20][CH3:21])=[O:18])[CH2:15][CH2:16]1. (5) Given the reactants [CH2:1]([O:8][C:9]1[CH:14]=[C:13]([C:15]2[C:16](Cl)=[N:17][C:18]([C:21]([F:24])([F:23])[F:22])=[CH:19][CH:20]=2)[CH:12]=[CH:11][N:10]=1)[C:2]1[CH:7]=[CH:6][CH:5]=[CH:4][CH:3]=1.[CH3:26][O:27][CH2:28][CH2:29][NH2:30], predict the reaction product. The product is: [CH2:1]([O:8][C:9]1[CH:14]=[C:13]([C:15]2[C:16]([NH:30][CH2:29][CH2:28][O:27][CH3:26])=[N:17][C:18]([C:21]([F:24])([F:23])[F:22])=[CH:19][CH:20]=2)[CH:12]=[CH:11][N:10]=1)[C:2]1[CH:7]=[CH:6][CH:5]=[CH:4][CH:3]=1. (6) Given the reactants [CH3:1][C:2]1[N:7]=[C:6]([CH2:8][OH:9])[C:5]([O:10][CH2:11][CH2:12][CH3:13])=[CH:4][CH:3]=1.[O-:14][Mn](=O)(=O)=O.[K+].[OH-].[K+].Cl, predict the reaction product. The product is: [CH3:1][C:2]1[N:7]=[C:6]([C:8]([OH:14])=[O:9])[C:5]([O:10][CH2:11][CH2:12][CH3:13])=[CH:4][CH:3]=1. (7) Given the reactants Cl[C:2]1[N:3]=[C:4]([OH:12])[C:5]2[CH:11]=[CH:10][N:9]=[CH:8][C:6]=2[N:7]=1.[CH3:13][N:14]([C:22]1[CH:27]=[CH:26][CH:25]=[CH:24][CH:23]=1)[C:15]1[CH:16]=[C:17]([OH:21])[CH:18]=[CH:19][CH:20]=1, predict the reaction product. The product is: [CH3:13][N:14]([C:22]1[CH:27]=[CH:26][CH:25]=[CH:24][CH:23]=1)[C:15]1[CH:16]=[C:17]([CH:18]=[CH:19][CH:20]=1)[O:21][C:2]1[N:3]=[C:4]([OH:12])[C:5]2[CH:11]=[CH:10][N:9]=[CH:8][C:6]=2[N:7]=1.